This data is from Reaction yield outcomes from USPTO patents with 853,638 reactions. The task is: Predict the reaction yield, written as a fraction of the theoretical maximum amount of product (1.0 means a 100% yield; for example, 0.34 means a 34% yield). (1) The reactants are [F:1][C:2]1([F:42])[CH2:6][C@H:5]([O:7][C:8]2[CH:13]=[CH:12][C:11]([S:14]([N:17](CC3C=CC(OC)=CC=3OC)[C:18]3[CH:23]=[CH:22][N:21]=[CH:20][N:19]=3)(=[O:16])=[O:15])=[C:10]([F:35])[CH:9]=2)[C@@H:4]([C:36]2[N:40]([CH3:41])[N:39]=[CH:38][CH:37]=2)[CH2:3]1.C([SiH](CC)CC)C.FC(F)(F)C(O)=O. The catalyst is ClCCl. The product is [F:42][C:2]1([F:1])[CH2:6][C@H:5]([O:7][C:8]2[CH:13]=[CH:12][C:11]([S:14]([NH:17][C:18]3[CH:23]=[CH:22][N:21]=[CH:20][N:19]=3)(=[O:15])=[O:16])=[C:10]([F:35])[CH:9]=2)[C@@H:4]([C:36]2[N:40]([CH3:41])[N:39]=[CH:38][CH:37]=2)[CH2:3]1. The yield is 0.960. (2) The reactants are [C:1]12([C:11]3[CH:16]=[C:15]([Br:17])[CH:14]=[CH:13][C:12]=3[OH:18])[CH2:10][CH:5]3[CH2:6][CH:7]([CH2:9][CH:3]([CH2:4]3)[CH2:2]1)[CH2:8]2.CN(C=O)C.C(N(CC)CC)C.[Si:31](Cl)([C:34]([CH3:37])([CH3:36])[CH3:35])([CH3:33])[CH3:32]. The catalyst is CN(C1C=CN=CC=1)C.O. The product is [C:1]12([C:11]3[CH:16]=[C:15]([Br:17])[CH:14]=[CH:13][C:12]=3[O:18][Si:31]([C:34]([CH3:37])([CH3:36])[CH3:35])([CH3:33])[CH3:32])[CH2:2][CH:3]3[CH2:9][CH:7]([CH2:6][CH:5]([CH2:4]3)[CH2:10]1)[CH2:8]2. The yield is 0.700. (3) No catalyst specified. The product is [F:32][C:13]1[CH:14]=[CH:15][C:16]([C:18]2[C:29](=[O:30])[N:28]([CH3:31])[C:21]3[N:22]=[C:23]([NH:37][CH:38]([CH3:41])[CH2:39][OH:40])[N:24]=[CH:25][C:20]=3[CH:19]=2)=[CH:17][C:12]=1[NH:11][C:9]([NH:8][C:5]1[CH:6]=[CH:7][CH:2]=[C:3]([C:33]([F:36])([F:35])[F:34])[CH:4]=1)=[O:10]. The reactants are Cl[C:2]1[CH:7]=[CH:6][C:5]([NH:8][C:9]([NH:11][C:12]2[CH:17]=[C:16]([C:18]3[C:29](=[O:30])[N:28]([CH3:31])[C:21]4[N:22]=[C:23](SC)[N:24]=[CH:25][C:20]=4[CH:19]=3)[CH:15]=[CH:14][C:13]=2[F:32])=[O:10])=[CH:4][C:3]=1[C:33]([F:36])([F:35])[F:34].[NH2:37][CH:38]([CH3:41])[CH2:39][OH:40]. The yield is 0.220. (4) The reactants are [CH3:1][N:2]1[CH2:7][CH2:6][N:5]([CH:8]([C:14]2[C:15]([CH3:20])=[N:16][CH:17]=[CH:18][CH:19]=2)[C:9]([O:11]CC)=O)[CH2:4][CH2:3]1.[OH-].[K+].[F:23][C:24]([F:38])([F:37])[C:25]1[CH:26]=[C:27]([NH:35][NH2:36])[CH:28]=[C:29]([C:31]([F:34])([F:33])[F:32])[CH:30]=1.CN1CCOCC1.F[P-](F)(F)(F)(F)F.N1(O[P+](N(C)C)(N(C)C)N(C)C)C2C=CC=CC=2N=N1. The catalyst is CO.CN(C=O)C.O. The product is [F:23][C:24]([F:37])([F:38])[C:25]1[CH:26]=[C:27]([NH:35][NH:36][C:9](=[O:11])[CH:8]([N:5]2[CH2:4][CH2:3][N:2]([CH3:1])[CH2:7][CH2:6]2)[C:14]2[C:15]([CH3:20])=[N:16][CH:17]=[CH:18][CH:19]=2)[CH:28]=[C:29]([C:31]([F:34])([F:32])[F:33])[CH:30]=1. The yield is 0.290.